This data is from Full USPTO retrosynthesis dataset with 1.9M reactions from patents (1976-2016). The task is: Predict the reactants needed to synthesize the given product. Given the product [OH2:2].[ClH:1].[OH:2][C:3]([C:35]1[CH:36]=[CH:37][CH:38]=[CH:39][CH:40]=1)([C:29]1[CH:30]=[CH:31][CH:32]=[CH:33][CH:34]=1)[CH:4]1[CH2:9][CH2:8][N:7]([CH2:10][CH2:11][CH2:12][CH:13]([C:15]2[CH:20]=[CH:19][C:18]([C:21]([CH3:28])([CH3:27])[C:22]([OH:24])=[O:23])=[CH:17][CH:16]=2)[OH:14])[CH2:6][CH2:5]1, predict the reactants needed to synthesize it. The reactants are: [ClH:1].[OH:2][C:3]([C:35]1[CH:40]=[CH:39][CH:38]=[CH:37][CH:36]=1)([C:29]1[CH:34]=[CH:33][CH:32]=[CH:31][CH:30]=1)[CH:4]1[CH2:9][CH2:8][N:7]([CH2:10][CH2:11][CH2:12][C:13]([C:15]2[CH:20]=[CH:19][C:18]([C:21]([CH3:28])([CH3:27])[C:22]([O:24]CC)=[O:23])=[CH:17][CH:16]=2)=[O:14])[CH2:6][CH2:5]1.[OH-].[Na+].[BH4-].[Na+].Cl.